From a dataset of Full USPTO retrosynthesis dataset with 1.9M reactions from patents (1976-2016). Predict the reactants needed to synthesize the given product. (1) Given the product [NH2:1][C:2]1[C:10]2[C:5](=[N:6][C:7]([CH3:15])=[CH:8][C:9]=2[C:11]([F:12])([F:13])[F:14])[S:4][C:3]=1[C:16]([NH:62][CH2:61][CH2:60][C:55]1[CH:56]=[CH:57][C:58]([Cl:59])=[C:53]([Cl:52])[CH:54]=1)=[O:18], predict the reactants needed to synthesize it. The reactants are: [NH2:1][C:2]1[C:10]2[C:5](=[N:6][C:7]([CH3:15])=[CH:8][C:9]=2[C:11]([F:14])([F:13])[F:12])[S:4][C:3]=1[C:16]([OH:18])=O.CN(C(ON1N=NC2C=CC=NC1=2)=[N+](C)C)C.F[P-](F)(F)(F)(F)F.CCN(C(C)C)C(C)C.[Cl:52][C:53]1[CH:54]=[C:55]([CH2:60][CH2:61][NH2:62])[CH:56]=[CH:57][C:58]=1[Cl:59]. (2) Given the product [Br:1][C:2]1[CH:7]=[CH:6][C:5]([S:13]([CH3:17])(=[O:15])=[O:12])=[C:4]([F:10])[CH:3]=1, predict the reactants needed to synthesize it. The reactants are: [Br:1][C:2]1[CH:7]=[CH:6][C:5](SC)=[C:4]([F:10])[CH:3]=1.O[O:12][S:13]([O-:15])=O.[K+].[CH3:17]O. (3) Given the product [S:24]1[C:25]2[CH:31]=[CH:30][CH:29]=[CH:28][C:26]=2[N:27]=[C:23]1[O:22][CH2:21][CH2:20][CH2:19][CH2:18][CH2:17][CH2:16][N:9]1[CH2:10][CH2:11][N:7]([C:3]2[CH:2]=[N:1][CH:6]=[CH:5][CH:4]=2)[C:8]1=[O:12], predict the reactants needed to synthesize it. The reactants are: [N:1]1[CH:6]=[CH:5][CH:4]=[C:3]([N:7]2[CH2:11][CH2:10][NH:9][C:8]2=[O:12])[CH:2]=1.[H-].[Na+].Br[CH2:16][CH2:17][CH2:18][CH2:19][CH2:20][CH2:21][O:22][C:23]1[S:24][C:25]2[CH:31]=[CH:30][CH:29]=[CH:28][C:26]=2[N:27]=1. (4) Given the product [C:18]([C:16]1[C:15]([N:20]2[CH2:25][CH2:24][CH:23]([C:26]([OH:28])=[O:27])[CH2:22][CH2:21]2)=[N:14][C:13]([O:33][S:34]([C:37]([F:39])([F:38])[F:40])(=[O:36])=[O:35])=[C:12]([C:11]([O:10][CH2:8][CH3:9])=[O:41])[CH:17]=1)#[N:19], predict the reactants needed to synthesize it. The reactants are: C(O)(C(F)(F)F)=O.[CH2:8]([O:10][C:11](=[O:41])[C:12]1[CH:17]=[C:16]([C:18]#[N:19])[C:15]([N:20]2[CH2:25][CH2:24][CH:23]([C:26]([O:28]C(C)(C)C)=[O:27])[CH2:22][CH2:21]2)=[N:14][C:13]=1[O:33][S:34]([C:37]([F:40])([F:39])[F:38])(=[O:36])=[O:35])[CH3:9]. (5) Given the product [Cl:38][CH:39]([Cl:43])[C:40]([N:20]([C:18]1[CH:17]=[CH:16][N:15]=[C:14]([C:12]2[O:11][N:10]=[C:9]([C:3]3[C:2]([Cl:1])=[CH:7][CH:6]=[CH:5][C:4]=3[Cl:8])[CH:13]=2)[CH:19]=1)[CH2:21][CH2:22][C:23](=[O:24])[C:25]1[CH:26]=[N:27][CH:28]=[CH:29][CH:30]=1)=[O:41], predict the reactants needed to synthesize it. The reactants are: [Cl:1][C:2]1[CH:7]=[CH:6][CH:5]=[C:4]([Cl:8])[C:3]=1[C:9]1[CH:13]=[C:12]([C:14]2[CH:19]=[C:18]([NH:20][CH2:21][CH2:22][C:23]([C:25]3[CH:26]=[N:27][CH:28]=[CH:29][CH:30]=3)=[O:24])[CH:17]=[CH:16][N:15]=2)[O:11][N:10]=1.C(N(CC)CC)C.[Cl:38][CH:39]([Cl:43])[C:40](Cl)=[O:41]. (6) Given the product [CH2:26]([N:10]1[C:9]2[N:8]=[C:7]([CH2:6][C:5]3[CH:4]=[CH:3][C:2]([NH:1][S:40]([C:34]4[CH:35]=[CH:36][C:37]([F:39])=[CH:38][C:33]=4[F:32])(=[O:42])=[O:41])=[CH:31][CH:30]=3)[NH:15][C:14]=2[C:13](=[O:16])[N:12]([CH2:17][C:18]2[CH:23]=[CH:22][CH:21]=[CH:20][C:19]=2[F:24])[C:11]1=[O:25])[CH2:27][CH2:28][CH3:29], predict the reactants needed to synthesize it. The reactants are: [NH2:1][C:2]1[CH:31]=[CH:30][C:5]([CH2:6][C:7]2[NH:15][C:14]3[C:13](=[O:16])[N:12]([CH2:17][C:18]4[CH:23]=[CH:22][CH:21]=[CH:20][C:19]=4[F:24])[C:11](=[O:25])[N:10]([CH2:26][CH2:27][CH2:28][CH3:29])[C:9]=3[N:8]=2)=[CH:4][CH:3]=1.[F:32][C:33]1[CH:38]=[C:37]([F:39])[CH:36]=[CH:35][C:34]=1[S:40](Cl)(=[O:42])=[O:41].